This data is from Full USPTO retrosynthesis dataset with 1.9M reactions from patents (1976-2016). The task is: Predict the reactants needed to synthesize the given product. (1) Given the product [O:19]=[S:15]1(=[O:18])[C:14]2[C:13](=[C:12]3[C:11](=[CH:21][CH:20]=2)[NH:10][CH:9]=[C:3]([C:1]#[N:2])[C:4]3=[O:6])[CH2:17][CH2:16]1, predict the reactants needed to synthesize it. The reactants are: [C:1]([CH:3](/[CH:9]=[N:10]/[C:11]1[CH:21]=[CH:20][C:14]2[S:15](=[O:19])(=[O:18])[CH2:16][CH2:17][C:13]=2[CH:12]=1)[C:4]([O:6]CC)=O)#[N:2].CCCCCC. (2) Given the product [Cl-:22].[Cl-:22].[NH3+:11][CH2:10][C:2]1[NH:3][C:4]2=[NH+:5][CH:6]=[CH:7][CH:8]=[C:9]2[N:1]=1, predict the reactants needed to synthesize it. The reactants are: [N:1]1[C:9]2[C:4](=[N:5][CH:6]=[CH:7][CH:8]=2)[NH:3][C:2]=1[CH2:10][NH:11]C(=O)OCC1C=CC=CC=1.[ClH:22].O1CCOCC1. (3) Given the product [C:21]12([CH2:31][C:32]([NH:1][N:2]3[C:11](=[O:12])[C:10]4[C:5](=[CH:6][CH:7]=[CH:8][CH:9]=4)[N:4]=[C:3]3[CH2:13][O:14][C:15]3[CH:16]=[CH:17][CH:18]=[CH:19][CH:20]=3)=[O:33])[CH2:28][CH:27]3[CH2:26][CH:25]([CH2:24][CH:23]([CH2:29]3)[CH2:22]1)[CH2:30]2, predict the reactants needed to synthesize it. The reactants are: [NH2:1][N:2]1[C:11](=[O:12])[C:10]2[C:5](=[CH:6][CH:7]=[CH:8][CH:9]=2)[N:4]=[C:3]1[CH2:13][O:14][C:15]1[CH:20]=[CH:19][CH:18]=[CH:17][CH:16]=1.[C:21]12([CH2:31][C:32](Cl)=[O:33])[CH2:30][CH:25]3[CH2:26][CH:27]([CH2:29][CH:23]([CH2:24]3)[CH2:22]1)[CH2:28]2. (4) The reactants are: [O:1]1[CH:5]=[CH:4][C:3]([O:6][CH2:7][C@@H:8]2[O:12][C:11](=[O:13])[N:10]([C:14]3[CH:19]=[CH:18][C:17]([C:20]4[CH2:25][CH2:24][N:23]([CH2:26][CH2:27][OH:28])[CH2:22][CH:21]=4)=[C:16]([F:29])[CH:15]=3)[CH2:9]2)=[N:2]1.C(N(CC)CC)C.[C:37](Cl)(=[O:39])[CH3:38].O. Given the product [O:1]1[CH:5]=[CH:4][C:3]([O:6][CH2:7][C@@H:8]2[O:12][C:11](=[O:13])[N:10]([C:14]3[CH:19]=[CH:18][C:17]([C:20]4[CH2:25][CH2:24][N:23]([CH2:26][CH2:27][O:28][C:37](=[O:39])[CH3:38])[CH2:22][CH:21]=4)=[C:16]([F:29])[CH:15]=3)[CH2:9]2)=[N:2]1, predict the reactants needed to synthesize it. (5) Given the product [Cl:1][C:2]1[CH:7]=[CH:6][CH:5]=[CH:4][C:3]=1[C:8]1[N:13]=[C:12]2[O:14][C:15]([CH3:23])([CH3:22])[CH2:16][CH:17]([C:18]([OH:20])=[O:19])[C:11]2=[CH:10][C:9]=1[C:24]1[CH:25]=[CH:26][C:27]([Cl:30])=[CH:28][CH:29]=1, predict the reactants needed to synthesize it. The reactants are: [Cl:1][C:2]1[CH:7]=[CH:6][CH:5]=[CH:4][C:3]=1[C:8]1[N:13]=[C:12]2[O:14][C:15]([CH3:23])([CH3:22])[CH2:16][CH:17]([C:18]([O:20]C)=[O:19])[C:11]2=[CH:10][C:9]=1[C:24]1[CH:29]=[CH:28][C:27]([Cl:30])=[CH:26][CH:25]=1.[OH-].[K+]. (6) Given the product [Br:37][C:34]1[N:33]=[C:32]([C:38](=[O:39])[NH:40][CH3:41])[C:31]([NH:30][C:2]2[C:7]([C:8]([F:11])([F:10])[F:9])=[CH:6][N:5]=[C:4]([NH:12][C:13]3[CH:27]=[CH:26][C:16]([CH2:17][CH2:18][CH:19]([PH:21](=[O:25])[O:22][CH2:23][CH3:24])[CH3:20])=[CH:15][C:14]=3[O:28][CH3:29])[N:3]=2)=[CH:36][CH:35]=1, predict the reactants needed to synthesize it. The reactants are: Cl[C:2]1[C:7]([C:8]([F:11])([F:10])[F:9])=[CH:6][N:5]=[C:4]([NH:12][C:13]2[CH:27]=[CH:26][C:16]([CH2:17][CH2:18][CH:19]([PH:21](=[O:25])[O:22][CH2:23][CH3:24])[CH3:20])=[CH:15][C:14]=2[O:28][CH3:29])[N:3]=1.[NH2:30][C:31]1[C:32]([C:38]([NH:40][CH3:41])=[O:39])=[N:33][C:34]([Br:37])=[CH:35][CH:36]=1.C(O)(C(F)(F)F)=O. (7) The reactants are: [F:1][C:2]([F:24])([F:23])[CH:3]([CH:12](C(OCC)=O)[C:13]([O:15]CC)=[O:14])[NH:4][C:5]1[CH:10]=[CH:9][C:8]([F:11])=[CH:7][CH:6]=1.[OH-].[Na+].FF. Given the product [F:24][C:2]([F:1])([F:23])[CH:3]([NH:4][C:5]1[CH:10]=[CH:9][C:8]([F:11])=[CH:7][CH:6]=1)[CH2:12][C:13]([OH:15])=[O:14], predict the reactants needed to synthesize it. (8) Given the product [CH2:18]([C:7]1([C:13]2[S:14][CH:15]=[CH:16][CH:17]=2)[C:6]2[CH:20]=[C:2]([C:22]3[CH:23]=[C:24]([C:27]#[N:28])[O:25][CH:26]=3)[CH:3]=[CH:4][C:5]=2[NH:11][C:10](=[O:12])[CH2:9][O:8]1)[CH3:19], predict the reactants needed to synthesize it. The reactants are: Br[C:2]1[CH:3]=[CH:4][C:5]2[NH:11][C:10](=[O:12])[CH2:9][O:8][C:7]([CH2:18][CH3:19])([C:13]3[S:14][CH:15]=[CH:16][CH:17]=3)[C:6]=2[CH:20]=1.Br[C:22]1[CH:23]=[C:24]([C:27]#[N:28])[O:25][CH:26]=1. (9) Given the product [CH3:27][O:28][C:29]1[C:30](=[O:57])[C:31]([CH3:56])=[C:32]([CH2:38][C:39]2[CH:40]=[CH:41][C:42]([O:48][CH2:49][C:50]3[CH:51]=[N:52][CH:53]=[CH:54][CH:55]=3)=[C:43]([CH:47]=2)[C:44]([NH:8][C:7]2[CH:9]=[CH:10][C:4]([C:1](=[O:3])[CH3:2])=[CH:5][CH:6]=2)=[O:45])[C:33](=[O:37])[C:34]=1[O:35][CH3:36], predict the reactants needed to synthesize it. The reactants are: [C:1]([C:4]1[CH:10]=[CH:9][C:7]([NH2:8])=[CH:6][CH:5]=1)(=[O:3])[CH3:2].C(N(CC)CC)C.[Cl-].ClC1N(C)CC[NH+]1C.[CH3:27][O:28][C:29]1[C:30](=[O:57])[C:31]([CH3:56])=[C:32]([CH2:38][C:39]2[CH:40]=[CH:41][C:42]([O:48][CH2:49][C:50]3[CH:51]=[N:52][CH:53]=[CH:54][CH:55]=3)=[C:43]([CH:47]=2)[C:44](O)=[O:45])[C:33](=[O:37])[C:34]=1[O:35][CH3:36]. (10) Given the product [CH2:7]([O:6][C:4](=[O:5])[C@@H:2]([CH:1]([C:19]([OH:21])=[O:20])[C:9]([OH:11])=[O:10])[CH3:3])[CH3:8], predict the reactants needed to synthesize it. The reactants are: [CH:1]([C:19]([O:21]CC1C=CC=CC=1)=[O:20])([C:9]([O:11]CC1C=CC=CC=1)=[O:10])[C@H:2]([C:4]([O:6][CH2:7][CH3:8])=[O:5])[CH3:3].